From a dataset of Full USPTO retrosynthesis dataset with 1.9M reactions from patents (1976-2016). Predict the reactants needed to synthesize the given product. (1) Given the product [CH2:1]([CH:8]1[C:13](=[O:14])[NH:12][C:11]([S:15][CH3:17])=[N:10][C:9]1=[O:16])[C:2]1[CH:7]=[CH:6][CH:5]=[CH:4][CH:3]=1, predict the reactants needed to synthesize it. The reactants are: [CH2:1]([CH:8]1[C:13](=[O:14])[NH:12][C:11]([SH:15])=[N:10][C:9]1=[O:16])[C:2]1[CH:7]=[CH:6][CH:5]=[CH:4][CH:3]=1.[CH3:17][O-].[Na+].CI.Cl. (2) Given the product [OH:9][C:10]1[CH:15]=[CH:14][C:13]([C:16](=[O:18])[CH2:17][CH:4]=[O:5])=[C:12]([C:19]([F:20])([F:21])[F:22])[CH:11]=1, predict the reactants needed to synthesize it. The reactants are: C[O-].[Na+].[CH:4](OCC)=[O:5].[OH:9][C:10]1[CH:15]=[CH:14][C:13]([C:16](=[O:18])[CH3:17])=[C:12]([C:19]([F:22])([F:21])[F:20])[CH:11]=1.